Dataset: Peptide-MHC class I binding affinity with 185,985 pairs from IEDB/IMGT. Task: Regression. Given a peptide amino acid sequence and an MHC pseudo amino acid sequence, predict their binding affinity value. This is MHC class I binding data. (1) The peptide sequence is MKCRRPGNK. The MHC is Mamu-B08 with pseudo-sequence Mamu-B08. The binding affinity (normalized) is 0. (2) The peptide sequence is SWKQSKMWR. The MHC is HLA-B27:05 with pseudo-sequence HLA-B27:05. The binding affinity (normalized) is 0.0847.